From a dataset of Reaction yield outcomes from USPTO patents with 853,638 reactions. Predict the reaction yield, written as a fraction of the theoretical maximum amount of product (1.0 means a 100% yield; for example, 0.34 means a 34% yield). (1) The yield is 0.740. The reactants are [OH:1][C:2]([CH3:35])([CH3:34])[CH2:3][C@@:4]1([C:28]2[CH:33]=[CH:32][CH:31]=[CH:30][CH:29]=2)[O:9][C:8](=[O:10])[N:7]([C@H:11]([C:13]2[CH:18]=[CH:17][C:16](B3OC(C)(C)C(C)(C)O3)=[CH:15][CH:14]=2)[CH3:12])[CH2:6][CH2:5]1.Br[C:37]1[CH:38]=[CH:39][C:40](=[O:46])[N:41]([CH:43]2[CH2:45][CH2:44]2)[CH:42]=1.C([O-])([O-])=O.[Cs+].[Cs+].C(Cl)Cl. The product is [CH:43]1([N:41]2[C:40](=[O:46])[CH:39]=[CH:38][C:37]([C:16]3[CH:15]=[CH:14][C:13]([C@@H:11]([N:7]4[CH2:6][CH2:5][C@:4]([CH2:3][C:2]([OH:1])([CH3:34])[CH3:35])([C:28]5[CH:33]=[CH:32][CH:31]=[CH:30][CH:29]=5)[O:9][C:8]4=[O:10])[CH3:12])=[CH:18][CH:17]=3)=[CH:42]2)[CH2:45][CH2:44]1. The catalyst is O1CCOCC1.C1C=CC(P(C2C=CC=CC=2)[C-]2C=CC=C2)=CC=1.C1C=CC(P(C2C=CC=CC=2)[C-]2C=CC=C2)=CC=1.Cl[Pd]Cl.[Fe+2]. (2) The reactants are [Cl:1][C:2]1[CH:10]=[C:9]([C:11]#[N:12])[CH:8]=[CH:7][C:3]=1[C:4]([OH:6])=O.CN(C=O)C.C(Cl)(=O)C(Cl)=O.[Cl:24][C:25]1[CH:26]=[C:27]([CH:32]=[CH:33][C:34]=1[O:35][CH:36]([CH3:38])[CH3:37])/[C:28](=[N:30]/O)/[NH2:29]. The catalyst is C(Cl)Cl. The product is [Cl:1][C:2]1[CH:10]=[C:9]([CH:8]=[CH:7][C:3]=1[C:4]1[O:6][N:29]=[C:28]([C:27]2[CH:32]=[CH:33][C:34]([O:35][CH:36]([CH3:37])[CH3:38])=[C:25]([Cl:24])[CH:26]=2)[N:30]=1)[C:11]#[N:12]. The yield is 0.250. (3) The reactants are CN1CCOCC1.C1C=CC2N(O)N=NC=2C=1.[NH2:18][C@H:19]([C:24]([NH:26][C@H:27]([C:32]([O:34][CH3:35])=[O:33])[CH2:28][CH:29]([CH3:31])[CH3:30])=[O:25])[CH2:20][CH:21]([CH3:23])[CH3:22].Cl.[NH:37]([C:57]([O:59][CH2:60][C:61]1[CH:66]=[CH:65][CH:64]=[CH:63][CH:62]=1)=[O:58])[C@H:38]([C:54](O)=[O:55])[CH2:39][CH2:40][CH2:41][CH2:42][NH:43][C:44]([O:46][CH2:47][C:48]1[CH:53]=[CH:52][CH:51]=[CH:50][CH:49]=1)=[O:45].C1CCC(N=C=NC2CCCCC2)CC1. The catalyst is C(OCC)(=O)C.CN(C=O)C. The product is [NH:37]([C:57]([O:59][CH2:60][C:61]1[CH:62]=[CH:63][CH:64]=[CH:65][CH:66]=1)=[O:58])[C@H:38]([C:54]([NH:18][C@H:19]([C:24]([NH:26][C@H:27]([C:32]([O:34][CH3:35])=[O:33])[CH2:28][CH:29]([CH3:30])[CH3:31])=[O:25])[CH2:20][CH:21]([CH3:22])[CH3:23])=[O:55])[CH2:39][CH2:40][CH2:41][CH2:42][NH:43][C:44]([O:46][CH2:47][C:48]1[CH:49]=[CH:50][CH:51]=[CH:52][CH:53]=1)=[O:45]. The yield is 0.996. (4) The reactants are [CH2:1]([CH:4]([C:10](=[O:12])[CH3:11])[C:5]([O:7][CH2:8][CH3:9])=[O:6])[CH:2]=[CH2:3].C(OCC)(=O)CC(C)=O. No catalyst specified. The product is [CH2:1]([CH:4]([CH:10]([OH:12])[CH3:11])[C:5]([O:7][CH2:8][CH3:9])=[O:6])[CH:2]=[CH2:3]. The yield is 0.600. (5) The reactants are [O:1]=[C:2]1[CH2:7][NH:6][CH2:5][CH2:4][N:3]1[C:8]1[CH:13]=[CH:12][C:11]([S:14]([NH:17][C:18]2[S:19][CH:20]=[CH:21][N:22]=2)(=[O:16])=[O:15])=[CH:10][CH:9]=1.F[C:24]1[CH:32]=[C:31]2[C:27]([CH:28]=[CH:29][N:30]2[C:33]([CH3:38])([CH3:37])[C:34](O)=[O:35])=[CH:26][CH:25]=1.CN(C(ON1N=NC2C=CC=NC1=2)=[N+](C)C)C.[F:56][P-](F)(F)(F)(F)F.C(=O)(O)[O-].[Na+].Cl.S1C(N)=NC=N1. No catalyst specified. The product is [F:56][C:26]1[CH:25]=[CH:24][CH:32]=[C:31]2[C:27]=1[CH:28]=[CH:29][N:30]2[C:33]([CH3:38])([CH3:37])[C:34]([N:6]1[CH2:5][CH2:4][N:3]([C:8]2[CH:9]=[CH:10][C:11]([S:14]([NH:17][C:18]3[S:19][CH:20]=[CH:21][N:22]=3)(=[O:16])=[O:15])=[CH:12][CH:13]=2)[C:2](=[O:1])[CH2:7]1)=[O:35]. The yield is 0.320. (6) The reactants are C(OC([NH:8][CH2:9][C:10]([O:12][C@H:13]1[CH2:18][CH2:17][C@H:16]([NH:19][C:20]2[CH:25]=[C:24]([N:26]3[C:34]4[CH2:33][C:32]([CH3:36])([CH3:35])[CH2:31][C:30](=[O:37])[C:29]=4[C:28]([C:38]([F:41])([F:40])[F:39])=[CH:27]3)[CH:23]=[CH:22][C:21]=2[C:42](=[O:44])[NH2:43])[CH2:15][CH2:14]1)=[O:11])=O)(C)(C)C.[CH3:45][S:46]([OH:49])(=[O:48])=[O:47]. The catalyst is O1CCOCC1. The product is [CH3:45][S:46]([OH:49])(=[O:48])=[O:47].[NH2:8][CH2:9][C:10]([O:12][C@H:13]1[CH2:14][CH2:15][C@H:16]([NH:19][C:20]2[CH:25]=[C:24]([N:26]3[C:34]4[CH2:33][C:32]([CH3:35])([CH3:36])[CH2:31][C:30](=[O:37])[C:29]=4[C:28]([C:38]([F:40])([F:39])[F:41])=[CH:27]3)[CH:23]=[CH:22][C:21]=2[C:42](=[O:44])[NH2:43])[CH2:17][CH2:18]1)=[O:11]. The yield is 0.750. (7) The reactants are C[O:2][C:3]([C:5]1[CH:10]=[CH:9][C:8](=[O:11])[NH:7][C:6]=1[NH:12][C:13]1[CH:18]=[CH:17][C:16]([Br:19])=[CH:15][C:14]=1[F:20])=[O:4].COC(=O)C1C=CC(OC)=NC=1NC1C=CC(Br)=CC=1F.C(O)(=O)C.Br. The catalyst is CCOC(C)=O. The product is [Br:19][C:16]1[CH:17]=[CH:18][C:13]([NH:12][C:6]2[NH:7][C:8](=[O:11])[CH:9]=[CH:10][C:5]=2[C:3]([OH:4])=[O:2])=[C:14]([F:20])[CH:15]=1. The yield is 0.790. (8) The reactants are Cl[C:2]1[CH:18]=[CH:17][C:5]([C:6]([NH:8][C:9]2[CH:14]=[CH:13][C:12]([CH3:15])=[C:11]([I:16])[CH:10]=2)=[O:7])=[CH:4][N:3]=1.Cl.[F:20][C:21]1([F:25])[CH2:24][NH:23][CH2:22]1.IC1C=C(NC(=O)C2C=CC(N3CCOCC3)=NC=2)C=CC=1C. No catalyst specified. The product is [F:20][C:21]1([F:25])[CH2:24][N:23]([C:2]2[CH:18]=[CH:17][C:5]([C:6]([NH:8][C:9]3[CH:14]=[CH:13][C:12]([CH3:15])=[C:11]([I:16])[CH:10]=3)=[O:7])=[CH:4][N:3]=2)[CH2:22]1. The yield is 0.400.